Dataset: NCI-60 drug combinations with 297,098 pairs across 59 cell lines. Task: Regression. Given two drug SMILES strings and cell line genomic features, predict the synergy score measuring deviation from expected non-interaction effect. (1) Drug 1: C1CCC(C1)C(CC#N)N2C=C(C=N2)C3=C4C=CNC4=NC=N3. Drug 2: CN(CC1=CN=C2C(=N1)C(=NC(=N2)N)N)C3=CC=C(C=C3)C(=O)NC(CCC(=O)O)C(=O)O. Cell line: SW-620. Synergy scores: CSS=33.2, Synergy_ZIP=4.52, Synergy_Bliss=5.63, Synergy_Loewe=-12.2, Synergy_HSA=4.88. (2) Drug 1: CC1=C2C(C(=O)C3(C(CC4C(C3C(C(C2(C)C)(CC1OC(=O)C(C(C5=CC=CC=C5)NC(=O)C6=CC=CC=C6)O)O)OC(=O)C7=CC=CC=C7)(CO4)OC(=O)C)O)C)OC(=O)C. Drug 2: CN(CCCl)CCCl.Cl. Cell line: HCT116. Synergy scores: CSS=29.9, Synergy_ZIP=1.33, Synergy_Bliss=5.16, Synergy_Loewe=-27.2, Synergy_HSA=-5.98.